From a dataset of Catalyst prediction with 721,799 reactions and 888 catalyst types from USPTO. Predict which catalyst facilitates the given reaction. (1) Reactant: F[C:2]1[CH:7]=[CH:6][CH:5]=[CH:4][N:3]=1.[Cl:8][C:9]1[N:14]=[CH:13][C:12]([CH2:15][NH2:16])=[CH:11][CH:10]=1.C(=O)(O)[O-].[Na+]. Product: [Cl:8][C:9]1[N:14]=[CH:13][C:12]([CH2:15][NH:16][C:2]2[CH:7]=[CH:6][CH:5]=[CH:4][N:3]=2)=[CH:11][CH:10]=1. The catalyst class is: 60. (2) Reactant: [Br:1][C:2]1[C:3](=[O:20])[NH:4][N:5]=[CH:6][C:7]=1[N:8]1[CH2:13][CH2:12][CH:11]([C:14]2[CH:19]=[CH:18][CH:17]=[CH:16][CH:15]=2)[CH2:10][CH2:9]1.[C:21](O[C:21]([O:23][C:24]([CH3:27])([CH3:26])[CH3:25])=[O:22])([O:23][C:24]([CH3:27])([CH3:26])[CH3:25])=[O:22].C(N(CC)CC)C. Product: [Br:1][C:2]1[C:3](=[O:20])[N:4]([C:21]([O:23][C:24]([CH3:27])([CH3:26])[CH3:25])=[O:22])[N:5]=[CH:6][C:7]=1[N:8]1[CH2:13][CH2:12][CH:11]([C:14]2[CH:15]=[CH:16][CH:17]=[CH:18][CH:19]=2)[CH2:10][CH2:9]1. The catalyst class is: 2.